From a dataset of Full USPTO retrosynthesis dataset with 1.9M reactions from patents (1976-2016). Predict the reactants needed to synthesize the given product. (1) Given the product [F:11][C:7]1[CH:8]=[CH:9][CH:10]=[C:2]2[C:3]=1[C:4]([N:28]1[CH2:29][CH2:30][N:25]([C:22](=[O:24])[CH3:23])[CH2:26][CH2:27]1)=[N:6][C:15]([C:14]1[CH:18]=[CH:19][CH:20]=[CH:21][C:13]=1[F:12])=[N:1]2, predict the reactants needed to synthesize it. The reactants are: [NH2:1][C:2]1[CH:10]=[CH:9][CH:8]=[C:7]([F:11])[C:3]=1[C:4]([NH2:6])=O.[F:12][C:13]1[CH:21]=[CH:20][CH:19]=[CH:18][C:14]=1[C:15](Cl)=O.[C:22]([N:25]1[CH2:30][CH2:29][NH:28][CH2:27][CH2:26]1)(=[O:24])[CH3:23]. (2) Given the product [C:21]([O:24][CH2:25][C:26](=[O:27])[CH2:9][C:4]1[O:3][C:2]([CH3:10])([CH3:1])[O:7][C:6](=[O:8])[CH:5]=1)(=[O:23])[CH3:22], predict the reactants needed to synthesize it. The reactants are: [CH3:1][C:2]1([CH3:10])[O:7][C:6](=[O:8])[CH:5]=[C:4]([CH3:9])[O:3]1.[Li+].C[Si]([N-][Si](C)(C)C)(C)C.[C:21]([O:24][CH2:25][C:26](Cl)=[O:27])(=[O:23])[CH3:22]. (3) Given the product [CH2:37]([N:3]([CH2:1][CH3:2])[CH2:4][CH2:5][CH2:6][NH:7][C:8]1[N:9]=[C:10]([C:27]2[C:28]([CH3:36])=[C:29]([CH:33]=[CH:34][CH:35]=2)[C:30]([NH:47][C:48]2[CH:53]=[CH:52][CH:51]=[CH:50][CH:49]=2)=[O:31])[C:11]2[CH:17]=[CH:16][C:15](=[O:18])[N:14]([C:19]3[C:24]([F:25])=[CH:23][CH:22]=[CH:21][C:20]=3[F:26])[C:12]=2[N:13]=1)[CH3:38], predict the reactants needed to synthesize it. The reactants are: [CH2:1]([N:3]([CH2:37][CH3:38])[CH2:4][CH2:5][CH2:6][NH:7][C:8]1[N:9]=[C:10]([C:27]2[C:28]([CH3:36])=[C:29]([CH:33]=[CH:34][CH:35]=2)[C:30](O)=[O:31])[C:11]2[CH:17]=[CH:16][C:15](=[O:18])[N:14]([C:19]3[C:24]([F:25])=[CH:23][CH:22]=[CH:21][C:20]=3[F:26])[C:12]=2[N:13]=1)[CH3:2].CN(C(O[N:47]1N=N[C:49]2[CH:50]=[CH:51][CH:52]=[CH:53][C:48]1=2)=[N+](C)C)C.F[P-](F)(F)(F)(F)F.C(N(CC)CC)C.NC1C=CC=CC=1. (4) Given the product [Br:1][C:2]1[CH:3]=[C:4]([C:8]([CH3:14])([CH3:13])[C:9]([OH:11])=[O:10])[CH:5]=[CH:6][CH:7]=1, predict the reactants needed to synthesize it. The reactants are: [Br:1][C:2]1[CH:3]=[C:4]([C:8]([CH3:14])([CH3:13])[C:9]([O:11]C)=[O:10])[CH:5]=[CH:6][CH:7]=1.[Li+].[OH-].